This data is from Full USPTO retrosynthesis dataset with 1.9M reactions from patents (1976-2016). The task is: Predict the reactants needed to synthesize the given product. (1) Given the product [Cl:1][C:2]1[CH:7]=[CH:6][C:5]2[C:8]3[C:9]([CH:14]([CH3:15])[N:16]([S:17]([C:20]4[CH:25]=[CH:24][CH:23]=[C:22]([O:26][CH3:27])[CH:21]=4)(=[O:19])=[O:18])[C:4]=2[CH:3]=1)=[CH:10][CH:11]=[CH:12][CH:13]=3, predict the reactants needed to synthesize it. The reactants are: [Cl:1][C:2]1[CH:7]=[CH:6][C:5]([C:8]2[CH:13]=[CH:12][CH:11]=[CH:10][C:9]=2[CH:14]([NH:16][S:17]([C:20]2[CH:25]=[CH:24][CH:23]=[C:22]([O:26][CH3:27])[CH:21]=2)(=[O:19])=[O:18])[CH3:15])=[C:4](F)[CH:3]=1.C(=O)([O-])[O-].[K+].[K+]. (2) Given the product [Br:13][C:3]1[C:4]2[C:5](=[N:6][S:7][N:8]=2)[C:9]([Br:12])=[C:10]2[C:2]=1[N:1]=[C:16]([CH3:17])[C:15]([CH3:14])=[N:11]2, predict the reactants needed to synthesize it. The reactants are: [NH2:1][C:2]1[C:10]([NH2:11])=[C:9]([Br:12])[C:5]2=[N:6][S:7][N:8]=[C:4]2[C:3]=1[Br:13].[CH3:14][C:15](=O)[C:16](=O)[CH3:17].O. (3) Given the product [CH3:34][S:35]([O:10][CH:8]([C:6]1[CH:7]=[C:2]([Cl:1])[C:3]([CH3:24])=[C:4]([C:19]([NH:21][CH2:22][CH3:23])=[O:20])[C:5]=1[C:11]1[CH:12]=[C:13]([F:18])[CH:14]=[C:15]([F:17])[CH:16]=1)[CH3:9])(=[O:37])=[O:36], predict the reactants needed to synthesize it. The reactants are: [Cl:1][C:2]1[C:3]([CH3:24])=[C:4]([C:19]([NH:21][CH2:22][CH3:23])=[O:20])[C:5]([C:11]2[CH:16]=[C:15]([F:17])[CH:14]=[C:13]([F:18])[CH:12]=2)=[C:6]([CH:8]([OH:10])[CH3:9])[CH:7]=1.C(N(CC)C(C)C)(C)C.[CH3:34][S:35](Cl)(=[O:37])=[O:36].